This data is from Forward reaction prediction with 1.9M reactions from USPTO patents (1976-2016). The task is: Predict the product of the given reaction. Given the reactants Br[C:2]1[CH:11]=[CH:10][C:5]([C:6]([O:8][CH3:9])=[O:7])=[CH:4][C:3]=1[CH3:12].CC(C1C=C(C(C)C)C(C2C(P(C3CCCCC3)C3CCCCC3)=C(OC)C=CC=2OC)=C(C(C)C)C=1)C.[F:51]C1C=CC(C)=CC=1.CCCCCCCCCCCC, predict the reaction product. The product is: [F:51][C:2]1[CH:11]=[CH:10][C:5]([C:6]([O:8][CH3:9])=[O:7])=[CH:4][C:3]=1[CH3:12].